From a dataset of Catalyst prediction with 721,799 reactions and 888 catalyst types from USPTO. Predict which catalyst facilitates the given reaction. Reactant: C(OC([N:8]1[CH2:17][CH2:16][C:15]2[NH:14][N:13]=[C:12]([C:18]3[CH:23]=[CH:22][C:21]([Cl:24])=[CH:20][CH:19]=3)[C:11]=2[CH2:10][CH2:9]1)=O)(C)(C)C.C(O)(C(F)(F)F)=O. Product: [Cl:24][C:21]1[CH:22]=[CH:23][C:18]([C:12]2[C:11]3[CH2:10][CH2:9][NH:8][CH2:17][CH2:16][C:15]=3[NH:14][N:13]=2)=[CH:19][CH:20]=1. The catalyst class is: 2.